This data is from Peptide-MHC class II binding affinity with 134,281 pairs from IEDB. The task is: Regression. Given a peptide amino acid sequence and an MHC pseudo amino acid sequence, predict their binding affinity value. This is MHC class II binding data. The peptide sequence is TESTFKNISCTFKFGEE. The MHC is DRB5_0101 with pseudo-sequence DRB5_0101. The binding affinity (normalized) is 0.374.